Dataset: Full USPTO retrosynthesis dataset with 1.9M reactions from patents (1976-2016). Task: Predict the reactants needed to synthesize the given product. Given the product [CH3:14][O:15][C:16]1[C:25]([O:26][CH3:27])=[CH:24][CH:23]=[CH:22][C:17]=1[CH:18]([N:19]([CH3:21])[CH3:20])[C:6]1[C:5]2[C:9](=[CH:10][CH:11]=[CH:12][C:4]=2[N+:1]([O-:3])=[O:2])[NH:8][CH:7]=1, predict the reactants needed to synthesize it. The reactants are: [N+:1]([C:4]1[CH:12]=[CH:11][CH:10]=[C:9]2[C:5]=1[CH:6]=[CH:7][NH:8]2)([O-:3])=[O:2].[Cl-].[CH3:14][O:15][C:16]1[C:25]([O:26][CH3:27])=[CH:24][CH:23]=[CH:22][C:17]=1[CH:18]=[N+:19]([CH3:21])[CH3:20].COC1C(OC)=CC=CC=1C=O.CNC.